From a dataset of Peptide-MHC class II binding affinity with 134,281 pairs from IEDB. Regression. Given a peptide amino acid sequence and an MHC pseudo amino acid sequence, predict their binding affinity value. This is MHC class II binding data. The peptide sequence is APADDKFTVFEAAFN. The MHC is HLA-DPA10103-DPB10401 with pseudo-sequence HLA-DPA10103-DPB10401. The binding affinity (normalized) is 0.369.